From a dataset of Forward reaction prediction with 1.9M reactions from USPTO patents (1976-2016). Predict the product of the given reaction. Given the reactants [Si]([O:8][CH:9]1[CH2:36][CH2:35][C:12]2[N:13]=[C:14]([NH:16][C:17]([N:19]3[CH2:24][CH2:23][CH:22]([N:25]4[C:33]5[C:28](=[CH:29][CH:30]=[C:31]([F:34])[CH:32]=5)[CH2:27][CH2:26]4)[CH2:21][CH2:20]3)=[O:18])[S:15][C:11]=2[CH2:10]1)(C(C)(C)C)(C)C.CCCC[N+](CCCC)(CCCC)CCCC.[F-].CCOC(C)=O.O, predict the reaction product. The product is: [F:34][C:31]1[CH:32]=[C:33]2[C:28]([CH2:27][CH2:26][N:25]2[CH:22]2[CH2:21][CH2:20][N:19]([C:17]([NH:16][C:14]3[S:15][C:11]4[CH2:10][CH:9]([OH:8])[CH2:36][CH2:35][C:12]=4[N:13]=3)=[O:18])[CH2:24][CH2:23]2)=[CH:29][CH:30]=1.